Dataset: Full USPTO retrosynthesis dataset with 1.9M reactions from patents (1976-2016). Task: Predict the reactants needed to synthesize the given product. (1) Given the product [Br:1][C:2]1[CH:7]=[C:6]([CH3:8])[C:5]([N:9]2[C:13]3[N:14]=[C:15]([CH3:19])[N:16]=[C:17]([N:22]4[CH2:23][CH:24]=[C:25]([CH2:28][CH2:29][OH:30])[CH2:26][CH2:27]4)[C:12]=3[C:11]([CH3:20])=[CH:10]2)=[C:4]([CH3:21])[CH:3]=1, predict the reactants needed to synthesize it. The reactants are: [Br:1][C:2]1[CH:7]=[C:6]([CH3:8])[C:5]([N:9]2[C:13]3[N:14]=[C:15]([CH3:19])[N:16]=[C:17](Cl)[C:12]=3[C:11]([CH3:20])=[CH:10]2)=[C:4]([CH3:21])[CH:3]=1.[NH:22]1[CH2:27][CH:26]=[C:25]([CH2:28][CH2:29][OH:30])[CH2:24][CH2:23]1.C(N(CC)C(C)C)(C)C. (2) The reactants are: [Cl:1][S:2]([CH2:5][CH2:6][CH2:7][NH:8][C:9](=[O:11])[CH3:10])(=[O:4])=[O:3].[OH:12][CH2:13][C:14]([CH3:26])([CH3:25])[C:15]([O:17][CH2:18][C:19]1[CH:20]=[N:21][CH:22]=[CH:23][CH:24]=1)=[O:16].C(N(CC)CC)C. Given the product [ClH:1].[C:9]([NH:8][CH2:7][CH2:6][CH2:5][S:2]([O:12][CH2:13][C:14]([CH3:26])([CH3:25])[C:15]([O:17][CH2:18][C:19]1[CH:20]=[N:21][CH:22]=[CH:23][CH:24]=1)=[O:16])(=[O:4])=[O:3])(=[O:11])[CH3:10], predict the reactants needed to synthesize it. (3) Given the product [CH2:10]([O:12][C:13]([N:15]1[CH2:16][CH2:17][N:18]([CH:24]([C:23]2[CH:26]=[CH:27][CH:28]=[CH:29][C:22]=2[Cl:21])[C:9]#[C:8][C:4]2[CH:5]=[CH:6][CH:7]=[C:2]([Cl:1])[CH:3]=2)[CH2:19][CH2:20]1)=[O:14])[CH3:11], predict the reactants needed to synthesize it. The reactants are: [Cl:1][C:2]1[CH:3]=[C:4]([C:8]#[CH:9])[CH:5]=[CH:6][CH:7]=1.[CH2:10]([O:12][C:13]([N:15]1[CH2:20][CH2:19][NH:18][CH2:17][CH2:16]1)=[O:14])[CH3:11].[Cl:21][C:22]1[CH:29]=[CH:28][CH:27]=[CH:26][C:23]=1[CH:24]=O. (4) Given the product [ClH:1].[Cl:1][C:2]1[CH:3]=[C:4]([S:8][C:9]2[C:13]3[CH:14]=[CH:15][CH:16]=[CH:17][C:12]=3[S:11][C:10]=2[NH2:18])[CH:5]=[CH:6][CH:7]=1, predict the reactants needed to synthesize it. The reactants are: [Cl:1][C:2]1[CH:3]=[C:4]([S:8][C:9]2[C:13]3[CH:14]=[CH:15][CH:16]=[CH:17][C:12]=3[S:11][C:10]=2[NH2:18])[CH:5]=[CH:6][CH:7]=1.Cl. (5) The reactants are: [Br:1][C:2]1[CH:10]=[CH:9][C:8]([C:11]([OH:13])=O)=[C:7]2[C:3]=1[CH:4]=[CH:5][NH:6]2.C(Cl)CCl.O.O[N:20]1C2C=CC=CC=2N=N1.[OH-].[NH4+]. Given the product [Br:1][C:2]1[CH:10]=[CH:9][C:8]([C:11]([NH2:20])=[O:13])=[C:7]2[C:3]=1[CH:4]=[CH:5][NH:6]2, predict the reactants needed to synthesize it.